This data is from Reaction yield outcomes from USPTO patents with 853,638 reactions. The task is: Predict the reaction yield, written as a fraction of the theoretical maximum amount of product (1.0 means a 100% yield; for example, 0.34 means a 34% yield). (1) The reactants are [CH:1]1[C:2]([C:10]([OH:12])=[O:11])=[CH:3][N:4]2[C:9]=1[CH2:8][CH2:7][CH2:6][CH2:5]2.[CH3:13]N(C=O)C.C(Cl)(=O)C(Cl)=O.C(N(CC)CC)C. The catalyst is CO.C(Cl)Cl. The yield is 0.580. The product is [CH:1]1[C:2]([C:10]([O:12][CH3:13])=[O:11])=[CH:3][N:4]2[C:9]=1[CH2:8][CH2:7][CH2:6][CH2:5]2. (2) The product is [Cl:1][C:2]1[CH:3]=[C:4]([CH:16]=[O:17])[S:5][C:6]=1[CH:7]([C:9]1[CH:14]=[CH:13][CH:12]=[C:11]([Cl:15])[CH:10]=1)[O:8][Si:19]([CH3:21])([CH3:20])[CH3:18]. The yield is 0.560. The catalyst is C(Cl)Cl. The reactants are [Cl:1][C:2]1[CH:3]=[C:4]([CH:16]=[O:17])[S:5][C:6]=1[CH:7]([C:9]1[CH:14]=[CH:13][CH:12]=[C:11]([Cl:15])[CH:10]=1)[OH:8].[CH3:18][Si:19](Cl)([CH3:21])[CH3:20].N1C=CN=C1.[NH4+].[Cl-]. (3) The reactants are [CH3:1][O:2][C:3]1[CH:4]=[C:5]([CH:11]([N:16]2[C:20](=[O:21])[C:19]3=[CH:22][CH:23]=[CH:24][CH:25]=[C:18]3[C:17]2=[O:26])[CH2:12][C:13](O)=[O:14])[CH:6]=[CH:7][C:8]=1[O:9][CH3:10].Cl.[NH2:28][OH:29]. The catalyst is O1CCCC1. The product is [OH:29][NH:28][C:13](=[O:14])[CH2:12][CH:11]([C:5]1[CH:6]=[CH:7][C:8]([O:9][CH3:10])=[C:3]([O:2][CH3:1])[CH:4]=1)[N:16]1[C:20](=[O:21])[C:19]2=[CH:22][CH:23]=[CH:24][CH:25]=[C:18]2[C:17]1=[O:26]. The yield is 0.800. (4) The reactants are Cl.[CH:2]([N:5]1[C:9]([S:10]([CH3:13])(=[O:12])=[O:11])=[N:8][N:7]=[C:6]1[C:14]1[CH:19]=[C:18]([CH:20]([CH3:22])[CH3:21])[C:17]([O:23]COC)=[CH:16][C:15]=1[O:27]COC)([CH3:4])[CH3:3].C(=O)([O-])O.[Na+]. The catalyst is CO. The product is [CH:20]([C:18]1[CH:19]=[C:14]([C:6]2[N:5]([CH:2]([CH3:4])[CH3:3])[C:9]([S:10]([CH3:13])(=[O:12])=[O:11])=[N:8][N:7]=2)[C:15]([OH:27])=[CH:16][C:17]=1[OH:23])([CH3:21])[CH3:22]. The yield is 0.750.